From a dataset of Forward reaction prediction with 1.9M reactions from USPTO patents (1976-2016). Predict the product of the given reaction. (1) Given the reactants C([O:5][C:6]([CH2:8][N:9]1[C:13]2[CH:14]=[C:15]([I:18])[CH:16]=[CH:17][C:12]=2[N:11](C(OC(C)(C)C)=O)[C:10]1=[O:26])=[O:7])(C)(C)C.FC(F)(F)C(O)=O, predict the reaction product. The product is: [I:18][C:15]1[CH:16]=[CH:17][C:12]2[NH:11][C:10](=[O:26])[N:9]([CH2:8][C:6]([OH:7])=[O:5])[C:13]=2[CH:14]=1. (2) Given the reactants [C:1]1(C2C=CC=CC=2)[CH:6]=[CH:5][C:4]([N:7]2[CH2:12][CH2:11][N:10]([C:13](=[O:44])[C:14](=[O:43])[CH:15]=[C:16]([C:18]3[C:19](=[O:42])[N:20]([CH2:34][C:35]4[CH:40]=[CH:39][CH:38]=[CH:37][C:36]=4[F:41])[CH:21]=[C:22]([CH2:24][C:25]4[C:30]([F:31])=[CH:29][C:28]([F:32])=[CH:27][C:26]=4[F:33])[CH:23]=3)[OH:17])[CH2:9][CH2:8]2)=[CH:3][CH:2]=1, predict the reaction product. The product is: [C:6]1([C:1]2[CH:6]=[CH:5][CH:4]=[CH:3][CH:2]=2)[CH:1]=[CH:2][CH:3]=[C:4]([N:7]2[CH2:12][CH2:11][N:10]([C:13](=[O:44])[C:14](=[O:43])[CH:15]=[C:16]([C:18]3[C:19](=[O:42])[N:20]([CH2:34][C:35]4[CH:40]=[CH:39][CH:38]=[CH:37][C:36]=4[F:41])[CH:21]=[C:22]([CH2:24][C:25]4[C:26]([F:33])=[CH:27][C:28]([F:32])=[CH:29][C:30]=4[F:31])[CH:23]=3)[OH:17])[CH2:9][CH2:8]2)[CH:5]=1. (3) Given the reactants [F:1][C:2]1[CH:3]=[C:4]([CH:6]=[CH:7][C:8]=1[C:9]1[N:10]=[C:11]([N:20]2[CH2:25][CH2:24][O:23][CH2:22][C@@H:21]2[CH3:26])[C:12]2[CH2:18][CH2:17][N:16]([CH3:19])[CH2:15][C:13]=2[N:14]=1)[NH2:5].[CH2:27]([N:29]=[C:30]=[O:31])[CH3:28], predict the reaction product. The product is: [CH2:27]([NH:29][C:30]([NH:5][C:4]1[CH:6]=[CH:7][C:8]([C:9]2[N:10]=[C:11]([N:20]3[CH2:25][CH2:24][O:23][CH2:22][C@@H:21]3[CH3:26])[C:12]3[CH2:18][CH2:17][N:16]([CH3:19])[CH2:15][C:13]=3[N:14]=2)=[C:2]([F:1])[CH:3]=1)=[O:31])[CH3:28]. (4) Given the reactants [CH2:1]([O:8][C:9]1[CH:14]=[C:13]([O:15][CH2:16][C:17]2[CH:22]=[CH:21][CH:20]=[CH:19][CH:18]=2)[C:12]([C:23]([CH3:26])([CH3:25])[CH3:24])=[CH:11][C:10]=1[C:27](=[O:29])C)[C:2]1[CH:7]=[CH:6][CH:5]=[CH:4][CH:3]=1.[OH-:30].[Na+].BrBr, predict the reaction product. The product is: [CH2:1]([O:8][C:9]1[CH:14]=[C:13]([O:15][CH2:16][C:17]2[CH:22]=[CH:21][CH:20]=[CH:19][CH:18]=2)[C:12]([C:23]([CH3:24])([CH3:26])[CH3:25])=[CH:11][C:10]=1[C:27]([OH:29])=[O:30])[C:2]1[CH:7]=[CH:6][CH:5]=[CH:4][CH:3]=1.